Dataset: Full USPTO retrosynthesis dataset with 1.9M reactions from patents (1976-2016). Task: Predict the reactants needed to synthesize the given product. Given the product [Br:1][C:2]1[C:11]2[C:6](=[CH:7][CH:8]=[CH:9][CH:10]=2)[C:5]([N:12]([CH2:25][C:24]([F:28])([F:27])[F:23])[CH2:13][C:14]([F:15])([F:16])[F:17])=[CH:4][CH:3]=1, predict the reactants needed to synthesize it. The reactants are: [Br:1][C:2]1[C:11]2[C:6](=[CH:7][CH:8]=[CH:9][CH:10]=2)[C:5]([NH:12][CH2:13][C:14]([F:17])([F:16])[F:15])=[CH:4][CH:3]=1.[BH3-]C#N.[Na+].O.[F:23][C:24]([F:28])([F:27])[CH:25]=O.C([O-])(O)=O.[Na+].